This data is from NCI-60 drug combinations with 297,098 pairs across 59 cell lines. The task is: Regression. Given two drug SMILES strings and cell line genomic features, predict the synergy score measuring deviation from expected non-interaction effect. (1) Drug 1: CC1C(C(CC(O1)OC2CC(CC3=C2C(=C4C(=C3O)C(=O)C5=C(C4=O)C(=CC=C5)OC)O)(C(=O)CO)O)N)O.Cl. Drug 2: C1C(C(OC1N2C=NC(=NC2=O)N)CO)O. Cell line: SK-MEL-5. Synergy scores: CSS=3.47, Synergy_ZIP=-1.88, Synergy_Bliss=-3.09, Synergy_Loewe=-5.24, Synergy_HSA=-3.02. (2) Drug 1: CC1OCC2C(O1)C(C(C(O2)OC3C4COC(=O)C4C(C5=CC6=C(C=C35)OCO6)C7=CC(=C(C(=C7)OC)O)OC)O)O. Drug 2: CC1=C(C(=O)C2=C(C1=O)N3CC4C(C3(C2COC(=O)N)OC)N4)N. Cell line: SN12C. Synergy scores: CSS=45.5, Synergy_ZIP=-2.85, Synergy_Bliss=0.570, Synergy_Loewe=0.984, Synergy_HSA=4.32. (3) Drug 1: C1CC(=O)NC(=O)C1N2C(=O)C3=CC=CC=C3C2=O. Drug 2: CN(C(=O)NC(C=O)C(C(C(CO)O)O)O)N=O. Cell line: NCIH23. Synergy scores: CSS=-18.8, Synergy_ZIP=-5.62, Synergy_Bliss=-35.4, Synergy_Loewe=-39.6, Synergy_HSA=-46.7. (4) Drug 1: C1=NC2=C(N1)C(=S)N=C(N2)N. Drug 2: CC(C)CN1C=NC2=C1C3=CC=CC=C3N=C2N. Cell line: K-562. Synergy scores: CSS=34.7, Synergy_ZIP=-0.531, Synergy_Bliss=-4.41, Synergy_Loewe=-8.79, Synergy_HSA=-5.35. (5) Drug 1: C1C(C(OC1N2C=NC3=C(N=C(N=C32)Cl)N)CO)O. Drug 2: C1=NC2=C(N=C(N=C2N1C3C(C(C(O3)CO)O)O)F)N. Cell line: SF-268. Synergy scores: CSS=14.2, Synergy_ZIP=-1.74, Synergy_Bliss=0.0138, Synergy_Loewe=-7.79, Synergy_HSA=-1.56. (6) Drug 1: C1=NC2=C(N=C(N=C2N1C3C(C(C(O3)CO)O)O)F)N. Drug 2: C1CN(CCN1C(=O)CCBr)C(=O)CCBr. Cell line: TK-10. Synergy scores: CSS=8.42, Synergy_ZIP=-3.10, Synergy_Bliss=1.06, Synergy_Loewe=-0.247, Synergy_HSA=1.43. (7) Drug 1: C1=CC(=CC=C1CC(C(=O)O)N)N(CCCl)CCCl.Cl. Drug 2: CC1C(C(=O)NC(C(=O)N2CCCC2C(=O)N(CC(=O)N(C(C(=O)O1)C(C)C)C)C)C(C)C)NC(=O)C3=C4C(=C(C=C3)C)OC5=C(C(=O)C(=C(C5=N4)C(=O)NC6C(OC(=O)C(N(C(=O)CN(C(=O)C7CCCN7C(=O)C(NC6=O)C(C)C)C)C)C(C)C)C)N)C. Cell line: NCI-H226. Synergy scores: CSS=0.388, Synergy_ZIP=-0.693, Synergy_Bliss=1.66, Synergy_Loewe=0.266, Synergy_HSA=0.0963.